Dataset: Peptide-MHC class I binding affinity with 185,985 pairs from IEDB/IMGT. Task: Regression. Given a peptide amino acid sequence and an MHC pseudo amino acid sequence, predict their binding affinity value. This is MHC class I binding data. (1) The peptide sequence is TPGEILFDL. The MHC is H-2-Ld with pseudo-sequence H-2-Ld. The binding affinity (normalized) is 0.810. (2) The MHC is HLA-A30:02 with pseudo-sequence HLA-A30:02. The peptide sequence is YFPREGVFVF. The binding affinity (normalized) is 0.